From a dataset of Full USPTO retrosynthesis dataset with 1.9M reactions from patents (1976-2016). Predict the reactants needed to synthesize the given product. (1) The reactants are: [Cl:1][C:2]1[CH:7]=[C:6]2[NH:8][C:9](=[O:33])[C:10]3([CH:15]([C:16]4[CH:21]=[CH:20][CH:19]=[C:18]([Cl:22])[CH:17]=4)[CH2:14][C:13](=O)[NH:12][CH:11]3[C:24]3[C:29]([CH3:30])=[CH:28][CH:27]=[C:26]([F:31])[C:25]=3[F:32])[C:5]2=[CH:4][CH:3]=1.COC1C=CC(P2(=S)SP(=S)(C3C=CC(OC)=CC=3)[S:43]2)=CC=1. Given the product [Cl:1][C:2]1[CH:7]=[C:6]2[NH:8][C:9](=[O:33])[C:10]3([CH:15]([C:16]4[CH:21]=[CH:20][CH:19]=[C:18]([Cl:22])[CH:17]=4)[CH2:14][C:13](=[S:43])[NH:12][CH:11]3[C:24]3[C:29]([CH3:30])=[CH:28][CH:27]=[C:26]([F:31])[C:25]=3[F:32])[C:5]2=[CH:4][CH:3]=1, predict the reactants needed to synthesize it. (2) Given the product [Br:45][C:46]1[CH:52]=[C:51]([Br:53])[CH:50]=[CH:49][C:47]=1[NH:48][C:9](=[O:11])[CH2:8][CH:7]1[C:5](=[O:6])[NH:4][C:2](=[O:3])[NH:1]1, predict the reactants needed to synthesize it. The reactants are: [NH:1]1[CH:7]([CH2:8][C:9]([OH:11])=O)[C:5](=[O:6])[NH:4][C:2]1=[O:3].CN(C(ON1N=NC2C=CC=NC1=2)=[N+](C)C)C.F[P-](F)(F)(F)(F)F.N1C(C)=CC(C)=CC=1C.[Br:45][C:46]1[CH:52]=[C:51]([Br:53])[CH:50]=[CH:49][C:47]=1[NH2:48]. (3) Given the product [NH2:22][CH2:21][CH2:20][C@H:19]([N:16]1[CH2:17][CH2:18][CH:13]([NH:7][C:6]2[CH:8]=[CH:9][C:3]([C:2]([F:10])([F:11])[F:1])=[CH:4][CH:5]=2)[CH2:14][CH2:15]1)[CH3:23], predict the reactants needed to synthesize it. The reactants are: [F:1][C:2]([F:11])([F:10])[C:3]1[CH:9]=[CH:8][C:6]([NH2:7])=[CH:5][CH:4]=1.O=[C:13]1[CH2:18][CH2:17][N:16]([C@H:19]([CH3:23])[CH2:20][C:21]#[N:22])[CH2:15][CH2:14]1.